Dataset: Full USPTO retrosynthesis dataset with 1.9M reactions from patents (1976-2016). Task: Predict the reactants needed to synthesize the given product. (1) Given the product [I:1][C:2]1[CH:3]=[C:4]([NH:9][NH2:10])[CH:5]=[CH:6][C:7]=1[CH3:8], predict the reactants needed to synthesize it. The reactants are: [I:1][C:2]1[CH:3]=[C:4]([NH2:9])[CH:5]=[CH:6][C:7]=1[CH3:8].[N:10]([O-])=O.[Na+].O.O.[Sn](Cl)Cl.[OH-].[Na+]. (2) The reactants are: [H-].[Na+].Cl[C:4]1[CH:9]=[C:8]([Cl:10])[N:7]=[C:6]([C:11]2[CH:16]=[CH:15][CH:14]=[CH:13][CH:12]=2)[N:5]=1.[CH3:17][O:18][C:19]1[CH:26]=[CH:25][C:22]([CH2:23][OH:24])=[CH:21][CH:20]=1.C([O-])(O)=O.[Na+]. Given the product [Cl:10][C:8]1[CH:9]=[C:4]([O:24][CH2:23][C:22]2[CH:25]=[CH:26][C:19]([O:18][CH3:17])=[CH:20][CH:21]=2)[N:5]=[C:6]([C:11]2[CH:16]=[CH:15][CH:14]=[CH:13][CH:12]=2)[N:7]=1, predict the reactants needed to synthesize it. (3) Given the product [CH2:32]([N:12]1[C:13]2[CH:1]=[CH:2][C:3]([C:14]([N:17]3[CH2:22][CH2:21][CH2:20][CH2:19][CH2:18]3)=[O:16])=[CH:4][C:5]=2[C:6]2[C:11]1=[CH:10][CH:9]=[CH:8][CH:7]=2)[CH2:33][CH2:31][CH2:29][CH3:30], predict the reactants needed to synthesize it. The reactants are: [CH:1]1[C:13]2[NH:12][C:11]3[C:6](=[CH:7][CH:8]=[CH:9][CH:10]=3)[C:5]=2[CH:4]=[C:3]([C:14]([OH:16])=O)[CH:2]=1.[NH:17]1[CH2:22][CH2:21][CH2:20][CH2:19][CH2:18]1.CCN([CH:29]([CH3:31])[CH3:30])C(C)C.[CH2:32](Cl)[CH2:33]Cl. (4) Given the product [CH3:19][O:18][C:16]1[C:17]([CH:9]=[N:7][C:2]2[N:3]=[CH:4][CH:5]=[CH:6][N:1]=2)=[C:12]([CH:13]=[C:14]([O:20][CH3:21])[CH:15]=1)[C:11]([OH:22])=[O:10], predict the reactants needed to synthesize it. The reactants are: [N:1]1[CH:6]=[CH:5][CH:4]=[N:3][C:2]=1[NH2:7].O[CH:9]1[C:17]2[C:12](=[CH:13][C:14]([O:20][CH3:21])=[CH:15][C:16]=2[O:18][CH3:19])[C:11](=[O:22])[O:10]1.CCCCCCC. (5) Given the product [CH2:1]([N:3]1[CH2:8][CH2:7][N:6]([CH:14]([C:21]2[CH:22]=[CH:23][C:24]([C:27]3[CH:32]=[CH:31][C:30]([F:33])=[CH:29][C:28]=3[O:34][CH3:35])=[CH:25][CH:26]=2)[C:15]2[CH:16]=[CH:17][N:18]=[CH:19][CH:20]=2)[CH2:5][CH2:4]1)[CH3:2], predict the reactants needed to synthesize it. The reactants are: [CH2:1]([N:3]1[CH2:8][CH2:7][NH:6][CH2:5][CH2:4]1)[CH3:2].CS(O[CH:14]([C:21]1[CH:26]=[CH:25][C:24]([C:27]2[CH:32]=[CH:31][C:30]([F:33])=[CH:29][C:28]=2[O:34][CH3:35])=[CH:23][CH:22]=1)[C:15]1[CH:20]=[CH:19][N:18]=[CH:17][CH:16]=1)(=O)=O. (6) Given the product [CH3:1][S:2]([O:37][CH2:36][C@@H:14]1[O:13][CH:12]([C:10]2[O:11][C:7]([Cl:6])=[CH:8][CH:9]=2)[C:17]2=[C:18]3[N:31]([CH3:32])[C:30](=[O:33])[N:29]([CH3:34])[C:28](=[O:35])[C:19]3=[C:20]([C:21]3[CH:26]=[CH:25][CH:24]=[C:23]([F:27])[CH:22]=3)[N:16]2[CH2:15]1)(=[O:4])=[O:3], predict the reactants needed to synthesize it. The reactants are: [CH3:1][S:2](Cl)(=[O:4])=[O:3].[Cl:6][C:7]1[O:11][C:10]([CH:12]2[C:17]3=[C:18]4[N:31]([CH3:32])[C:30](=[O:33])[N:29]([CH3:34])[C:28](=[O:35])[C:19]4=[C:20]([C:21]4[CH:26]=[CH:25][CH:24]=[C:23]([F:27])[CH:22]=4)[N:16]3[CH2:15][C@H:14]([CH2:36][OH:37])[O:13]2)=[CH:9][CH:8]=1.C(N(CC)CC)C.